From a dataset of Catalyst prediction with 721,799 reactions and 888 catalyst types from USPTO. Predict which catalyst facilitates the given reaction. (1) Reactant: Cl.Cl.[NH2:3][C:4]1[C:12]([NH2:13])=[CH:11][CH:10]=[CH:9][C:5]=1[C:6]([NH2:8])=[O:7].[N:14]1[CH:19]=[CH:18][CH:17]=[CH:16][C:15]=1[C:20]1[CH:27]=[CH:26][C:23]([CH:24]=O)=[CH:22][CH:21]=1. Product: [NH:14]1[CH2:19][CH2:18][CH2:17][CH2:16][CH:15]1[C:20]1[CH:21]=[CH:22][C:23]([C:24]2[NH:13][C:12]3[CH:11]=[CH:10][CH:9]=[C:5]([C:6]([NH2:8])=[O:7])[C:4]=3[N:3]=2)=[CH:26][CH:27]=1. The catalyst class is: 19. (2) Reactant: [F:1][C:2]([F:21])([F:20])[CH:3]([NH:10][C:11]1([C:17](O)=[O:18])[CH2:16][CH2:15][CH2:14][CH2:13][CH2:12]1)[C:4]1[CH:9]=[CH:8][CH:7]=[CH:6][CH:5]=1.CN(C(ON1N=NC2C=CC=NC1=2)=[N+](C)C)C.F[P-](F)(F)(F)(F)F.C(N(CC)CC)C.[NH2:53][C@@H:54]([CH2:67][CH3:68])[CH2:55][NH:56][C:57]1[CH:62]=[CH:61][C:60]([O:63][CH3:64])=[CH:59][C:58]=1[O:65][CH3:66]. Product: [CH3:66][O:65][C:58]1[CH:59]=[C:60]([O:63][CH3:64])[CH:61]=[CH:62][C:57]=1[NH:56][CH2:55][C@@H:54]([NH:53][C:17]([C:11]1([NH:10][CH:3]([C:4]2[CH:9]=[CH:8][CH:7]=[CH:6][CH:5]=2)[C:2]([F:20])([F:21])[F:1])[CH2:12][CH2:13][CH2:14][CH2:15][CH2:16]1)=[O:18])[CH2:67][CH3:68]. The catalyst class is: 9. (3) Reactant: [N:1]1[CH:6]=[CH:5][C:4]([CH2:7][C:8]([C:10]2[CH:11]=[C:12]([CH:15]=[CH:16][CH:17]=2)[C:13]#[N:14])=O)=[CH:3][N:2]=1.BrBr.[C:20]([C:23]1[CH:28]=[CH:27][C:26]([NH:29][C:30]([NH2:32])=[S:31])=[CH:25][CH:24]=1)([OH:22])=[O:21]. Product: [C:13]([C:12]1[CH:11]=[C:10]([C:8]2[N:32]=[C:30]([NH:29][C:26]3[CH:27]=[CH:28][C:23]([C:20]([OH:22])=[O:21])=[CH:24][CH:25]=3)[S:31][C:7]=2[C:4]2[CH:5]=[CH:6][N:1]=[N:2][CH:3]=2)[CH:17]=[CH:16][CH:15]=1)#[N:14]. The catalyst class is: 169.